This data is from Full USPTO retrosynthesis dataset with 1.9M reactions from patents (1976-2016). The task is: Predict the reactants needed to synthesize the given product. (1) The reactants are: Cl.Cl[C:3]1[N:8]=[CH:7][N:6]=[C:5]([N:9]2[C:13](=[O:14])[C:12]([N:15]3[CH:19]=[CH:18][N:17]=[CH:16]3)=[CH:11][NH:10]2)[CH:4]=1.Cl.[F:21][C:22]1([F:27])[CH2:26][CH2:25][NH:24][CH2:23]1.C(N(C(C)C)C(C)C)C. Given the product [F:21][C:22]1([F:27])[CH2:26][CH2:25][N:24]([C:3]2[N:8]=[CH:7][N:6]=[C:5]([N:9]3[C:13](=[O:14])[C:12]([N:15]4[CH:19]=[CH:18][N:17]=[CH:16]4)=[CH:11][NH:10]3)[CH:4]=2)[CH2:23]1, predict the reactants needed to synthesize it. (2) Given the product [Cl:18][C:19]1[C:20]([O:39][CH2:2][CH2:3][N:4]2[CH2:9][CH2:8][CH2:12][CH2:6][CH2:5]2)=[CH:21][CH:22]=[C:23]2[C:28]=1[N:27]=[C:26]([C:29]1[N:30]=[C:31]([NH:34][CH:35]([CH3:36])[CH3:37])[O:32][CH:33]=1)[CH:25]=[C:24]2[OH:38], predict the reactants needed to synthesize it. The reactants are: Cl[CH2:2][CH2:3][N:4]1[CH2:9][CH2:8]O[CH2:6][CH2:5]1.[I-].[Na+].[C:12](=O)([O-])[O-].[Cs+].[Cs+].[Cl:18][C:19]1[C:20]([OH:39])=[CH:21][CH:22]=[C:23]2[C:28]=1[N:27]=[C:26]([C:29]1[N:30]=[C:31]([NH:34][CH:35]([CH3:37])[CH3:36])[O:32][CH:33]=1)[CH:25]=[C:24]2[OH:38].Cl. (3) Given the product [C:61]1([NH:62][C:64]([C@@H:37]([NH:42][C:15]([C@H:13]2[CH2:12][CH2:11][CH2:10][C:9](=[O:8])[NH:14]2)=[O:17])[CH2:38][CH2:39][CH2:40][CH:41]=[CH2:36])=[O:65])[CH:3]=[CH:2][CH:57]=[CH:56][CH:58]=1, predict the reactants needed to synthesize it. The reactants are: F[C:2](F)(F)[C:3]([O-])=O.[O:8]=[C:9]1[NH:14][C@@H:13]([C:15]([OH:17])=O)[CH2:12][CH2:11][CH2:10]1.C1CN([P+](ON2N=[N:42][C:37]3[CH:38]=[CH:39][CH:40]=[CH:41][C:36]2=3)(N2CCCC2)N2CCCC2)CC1.F[P-](F)(F)(F)(F)F.CCN([CH2:56][CH3:57])CC.[CH2:58](Cl)Cl.[CH3:61][N:62]([CH:64]=[O:65])C. (4) Given the product [S:41]([OH:44])(=[O:43])(=[O:42])[CH3:40].[N:36]1[CH:37]=[CH:38][CH:39]=[C:34]([C:32]2[CH:31]=[CH:30][N:29]=[C:28]([NH:27][C:3]3[CH:4]=[C:5]([CH:25]=[CH:26][CH:2]=3)[C:6]([NH2:8])=[O:7])[N:33]=2)[CH:35]=1, predict the reactants needed to synthesize it. The reactants are: C[C:2]1[CH:26]=[CH:25][C:5]([C:6]([NH:8]C2C=C(C(F)(F)F)C=C(N3C=C(C)N=C3)C=2)=[O:7])=[CH:4][C:3]=1[NH:27][C:28]1[N:33]=[C:32]([C:34]2[CH:35]=[N:36][CH:37]=[CH:38][CH:39]=2)[CH:31]=[CH:30][N:29]=1.[CH3:40][S:41]([OH:44])(=[O:43])=[O:42]. (5) Given the product [Cl:1][C:2]1[CH:7]=[CH:6][C:5]([CH:8]([C:12](=[O:14])[CH3:13])[C:9]#[N:10])=[CH:4][CH:3]=1, predict the reactants needed to synthesize it. The reactants are: [Cl:1][C:2]1[CH:7]=[CH:6][C:5]([CH2:8][C:9]#[N:10])=[CH:4][CH:3]=1.[Na].[C:12](OCC)(=[O:14])[CH3:13].